The task is: Predict the product of the given reaction.. This data is from Forward reaction prediction with 1.9M reactions from USPTO patents (1976-2016). (1) Given the reactants [C:1]([C:5]1[C:6]2[CH:12]([C:13]3[CH:18]=[CH:17][CH:16]=[CH:15][C:14]=3[O:19][CH2:20][C:21]([O:23]C)=[O:22])[N:11]([C:25]3[CH:30]=[CH:29][C:28]([C:31]4[CH:35]=[CH:34][S:33][CH:32]=4)=[CH:27][CH:26]=3)[C:10](=[O:36])[C:7]=2NN=1)([CH3:4])([CH3:3])[CH3:2].C1COCC1.[OH-:42].[Li+].Cl.[OH2:45], predict the reaction product. The product is: [OH:23][C:21]([CH2:20][O:19][C:14]1[CH:15]=[CH:16][CH:17]=[CH:18][C:13]=1[CH:12]1[N:11]([C:25]2[CH:26]=[CH:27][C:28]([C:31]3[CH:35]=[CH:34][S:33][CH:32]=3)=[CH:29][CH:30]=2)[C:10](=[O:36])[C:7]([OH:42])=[C:6]1[C:5](=[O:45])[C:1]([CH3:4])([CH3:3])[CH3:2])=[O:22]. (2) Given the reactants C([O:8][C:9]1[CH:10]=[N:11][C:12]([CH:15]2[CH2:17][CH2:16]2)=[N:13][CH:14]=1)C1C=CC=CC=1, predict the reaction product. The product is: [CH:15]1([C:12]2[N:13]=[CH:14][C:9]([OH:8])=[CH:10][N:11]=2)[CH2:17][CH2:16]1. (3) Given the reactants [Cl:1][C:2]1[N:3]=[CH:4][C:5]2[N:11]([CH3:12])[C:10](=[O:13])[C:9]([CH3:15])([CH3:14])[CH2:8][NH:7][C:6]=2[N:16]=1.[CH2:17](Br)[C:18]1[CH:23]=[CH:22][CH:21]=[CH:20][CH:19]=1.[H-].[Na+], predict the reaction product. The product is: [CH2:17]([N:7]1[CH2:8][C:9]([CH3:14])([CH3:15])[C:10](=[O:13])[N:11]([CH3:12])[C:5]2[CH:4]=[N:3][C:2]([Cl:1])=[N:16][C:6]1=2)[C:18]1[CH:23]=[CH:22][CH:21]=[CH:20][CH:19]=1.